From a dataset of Reaction yield outcomes from USPTO patents with 853,638 reactions. Predict the reaction yield, written as a fraction of the theoretical maximum amount of product (1.0 means a 100% yield; for example, 0.34 means a 34% yield). (1) The reactants are [O:1]=[C:2]([C:8]1[S:9][CH:10]=[CH:11][CH:12]=1)[C:3]([O:5][CH2:6][CH3:7])=[O:4].[BH4-].[Na+]. The catalyst is C(O)C. The product is [OH:1][CH:2]([C:8]1[S:9][CH:10]=[CH:11][CH:12]=1)[C:3]([O:5][CH2:6][CH3:7])=[O:4]. The yield is 0.910. (2) The reactants are [CH2:1]([O:3][C:4]([NH:6][C:7]1[C:15]2[NH:14][C:13]3[CH2:16][CH2:17][N:18]([C:20]([O:22][CH2:23][CH3:24])=[O:21])[CH2:19][C:12]=3[C:11]=2[CH:10]=[CH:9][CH:8]=1)=[O:5])[CH3:2].C(O)(C(F)(F)F)=O.[BH3-]C#N.[Na+]. The catalyst is C(Cl)Cl. The product is [CH2:1]([O:3][C:4]([NH:6][C:7]1[C:15]2[NH:14][CH:13]3[CH2:16][CH2:17][N:18]([C:20]([O:22][CH2:23][CH3:24])=[O:21])[CH2:19][CH:12]3[C:11]=2[CH:10]=[CH:9][CH:8]=1)=[O:5])[CH3:2]. The yield is 0.800. (3) The reactants are [CH3:1][N:2]([C@@H:13]1[CH2:18][CH2:17][CH2:16][CH2:15][C@H:14]1[C:19]([OH:21])=[O:20])S(C1C=CC(C)=CC=1)(=O)=O.C(O)(=O)C.[BrH:26]. The catalyst is O. The product is [BrH:26].[CH3:1][NH:2][C@@H:13]1[CH2:18][CH2:17][CH2:16][CH2:15][C@H:14]1[C:19]([OH:21])=[O:20]. The yield is 0.550. (4) The reactants are [N:1]1([CH2:10][C:11]2[CH:16]=[CH:15][C:14]([C:17]3[O:18][C:19]([CH3:26])=[C:20]([C:22](OC)=[O:23])[N:21]=3)=[CH:13][CH:12]=2)[C:5]2[CH:6]=[CH:7][CH:8]=[CH:9][C:4]=2[N:3]=[CH:2]1.[H-].[H-].[H-].[H-].[Li+].[Al+3]. The catalyst is C1COCC1. The product is [N:1]1([CH2:10][C:11]2[CH:12]=[CH:13][C:14]([C:17]3[O:18][C:19]([CH3:26])=[C:20]([CH2:22][OH:23])[N:21]=3)=[CH:15][CH:16]=2)[C:5]2[CH:6]=[CH:7][CH:8]=[CH:9][C:4]=2[N:3]=[CH:2]1. The yield is 0.520. (5) The reactants are Br[C:2]1[C:3]([C:15]2[CH:20]=[CH:19][C:18]([F:21])=[CH:17][CH:16]=2)=[N:4][N:5]([C:8]2[CH:13]=[CH:12][CH:11]=[CH:10][C:9]=2[CH3:14])[C:6]=1[NH2:7].[CH2:22](C([Sn])=C(CCCC)CCCC)[CH2:23]CC. The catalyst is C1(C)C=CC=CC=1.C1C=CC([P]([Pd]([P](C2C=CC=CC=2)(C2C=CC=CC=2)C2C=CC=CC=2)([P](C2C=CC=CC=2)(C2C=CC=CC=2)C2C=CC=CC=2)[P](C2C=CC=CC=2)(C2C=CC=CC=2)C2C=CC=CC=2)(C2C=CC=CC=2)C2C=CC=CC=2)=CC=1. The product is [F:21][C:18]1[CH:19]=[CH:20][C:15]([C:3]2[C:2]([CH:22]=[CH2:23])=[C:6]([NH2:7])[N:5]([C:8]3[CH:13]=[CH:12][CH:11]=[CH:10][C:9]=3[CH3:14])[N:4]=2)=[CH:16][CH:17]=1. The yield is 0.510. (6) The reactants are [CH:1]1[C:10]2[C:5](=[CH:6][CH:7]=[CH:8][CH:9]=2)[CH:4]=[CH:3][C:2]=1[C:11]1[C:12]([C:18]2[CH:23]=[CH:22][N:21]=[CH:20][C:19]=2[F:24])=[CH:13][C:14](=O)[NH:15][N:16]=1.P(Br)(Br)([Br:27])=O. The catalyst is C(#N)C. The product is [Br:27][C:14]1[N:15]=[N:16][C:11]([C:2]2[CH:3]=[CH:4][C:5]3[C:10](=[CH:9][CH:8]=[CH:7][CH:6]=3)[CH:1]=2)=[C:12]([C:18]2[CH:23]=[CH:22][N:21]=[CH:20][C:19]=2[F:24])[CH:13]=1. The yield is 0.610.